This data is from Reaction yield outcomes from USPTO patents with 853,638 reactions. The task is: Predict the reaction yield, written as a fraction of the theoretical maximum amount of product (1.0 means a 100% yield; for example, 0.34 means a 34% yield). (1) The reactants are [Cl:1][C:2]1[CH:10]=[C:9]2[C:5]([C:6]([CH:11]=[O:12])=[CH:7][NH:8]2)=[CH:4][C:3]=1[C:13]1[CH:18]=[CH:17][C:16]([CH2:19][OH:20])=[CH:15][CH:14]=1.CC(=CC)C.Cl([O-])=[O:27].[Na+].O.OP([O-])(O)=O.[Na+]. The catalyst is CC#N.C(O)(C)(C)C.O.CCOC(C)=O. The product is [Cl:1][C:2]1[CH:10]=[C:9]2[C:5]([C:6]([C:11]([OH:27])=[O:12])=[CH:7][NH:8]2)=[CH:4][C:3]=1[C:13]1[CH:18]=[CH:17][C:16]([CH2:19][OH:20])=[CH:15][CH:14]=1. The yield is 0.410. (2) The reactants are CC([O-])(C)C.[K+].CS(O[CH2:12][C:13]1[CH:21]=[C:20]2[C:16]([CH:17]=[CH:18][N:19]2[C:22]([O:24][C:25]([CH3:28])([CH3:27])[CH3:26])=[O:23])=[CH:15][CH:14]=1)(=O)=O.[O:29]1[CH2:34][CH2:33][CH:32]([NH:35][C:36]2[N:41]=[C:40]([C:42]3[CH:47]=[CH:46][NH:45][C:44](=[O:48])[CH:43]=3)[CH:39]=[CH:38][N:37]=2)[CH2:31][CH2:30]1.O. The catalyst is [N+](CCCC)(CCCC)(CCCC)CCCC.[I-].C1COCC1.ClCCl.CC#N. The product is [O:48]=[C:44]1[CH:43]=[C:42]([C:40]2[CH:39]=[CH:38][N:37]=[C:36]([NH:35][CH:32]3[CH2:33][CH2:34][O:29][CH2:30][CH2:31]3)[N:41]=2)[CH:47]=[CH:46][N:45]1[CH2:12][C:13]1[CH:21]=[C:20]2[C:16]([CH:17]=[CH:18][N:19]2[C:22]([O:24][C:25]([CH3:28])([CH3:27])[CH3:26])=[O:23])=[CH:15][CH:14]=1. The yield is 0.230.